The task is: Predict the reactants needed to synthesize the given product.. This data is from Full USPTO retrosynthesis dataset with 1.9M reactions from patents (1976-2016). (1) Given the product [Br:18][C:12]1[C:3]([O:2][CH3:1])=[CH:4][C:5]2[C:10](=[CH:9][CH:8]=[CH:7][CH:6]=2)[CH:11]=1, predict the reactants needed to synthesize it. The reactants are: [CH3:1][O:2][C:3]1[CH:12]=[CH:11][C:10]2[C:5](=[CH:6][CH:7]=[CH:8][CH:9]=2)[CH:4]=1.C([Li])CCC.[Br:18]CCBr.[OH-].[Na+]. (2) The reactants are: Cl[C:2]1[N:7]=[C:6]([CH:8]([CH:11]2[N:15]([CH2:16][CH3:17])[C:14]3[CH:18]=[CH:19][CH:20]=[CH:21][C:13]=3[NH:12]2)[C:9]#[N:10])[C:5]([CH3:22])=[CH:4][N:3]=1.[CH2:23]([NH2:29])[C:24]1[O:28][CH:27]=[CH:26][CH:25]=1. Given the product [CH2:16]([N:15]1[C:14]2[CH:18]=[CH:19][CH:20]=[CH:21][C:13]=2[N:12]=[C:11]1[CH:8]([C:6]1[C:5]([CH3:22])=[CH:4][N:3]=[C:2]([NH:29][CH2:23][C:24]2[O:28][CH:27]=[CH:26][CH:25]=2)[N:7]=1)[C:9]#[N:10])[CH3:17], predict the reactants needed to synthesize it. (3) The reactants are: [F:1][C:2]1[N:7]=[CH:6][C:5]([NH2:8])=[CH:4][CH:3]=1.C([Mg]Cl)(C)C.[O:14]=[C:15]1[NH:20][N:19]=[C:18]([NH:21][C:22]2[C:23]3[CH2:40][CH2:39][CH2:38][C:24]=3[N:25]=[C:26]([N:28]3[CH2:32][CH2:31][CH2:30][C@H:29]3[C:33](OCC)=[O:34])[N:27]=2)[CH:17]=[CH:16]1. Given the product [F:1][C:2]1[N:7]=[CH:6][C:5]([NH:8][C:33]([C@@H:29]2[CH2:30][CH2:31][CH2:32][N:28]2[C:26]2[N:27]=[C:22]([NH:21][C:18]3[CH:17]=[CH:16][C:15](=[O:14])[NH:20][N:19]=3)[C:23]3[CH2:40][CH2:39][CH2:38][C:24]=3[N:25]=2)=[O:34])=[CH:4][CH:3]=1, predict the reactants needed to synthesize it.